From a dataset of Forward reaction prediction with 1.9M reactions from USPTO patents (1976-2016). Predict the product of the given reaction. Given the reactants C[O:2][C:3](=[O:25])[C:4]1[CH:9]=[C:8]([C:10]2[CH:15]=[CH:14][C:13]([Cl:16])=[CH:12][CH:11]=2)[C:7]([O:17][CH2:18][C:19]2[N:20]([CH3:24])[CH:21]=[CH:22][N:23]=2)=[N:6][CH:5]=1.O.[OH-].[Li+].C(O)(=O)CC(CC(O)=O)(C(O)=O)O, predict the reaction product. The product is: [Cl:16][C:13]1[CH:14]=[CH:15][C:10]([C:8]2[C:7]([O:17][CH2:18][C:19]3[N:20]([CH3:24])[CH:21]=[CH:22][N:23]=3)=[N:6][CH:5]=[C:4]([CH:9]=2)[C:3]([OH:25])=[O:2])=[CH:11][CH:12]=1.